Dataset: Catalyst prediction with 721,799 reactions and 888 catalyst types from USPTO. Task: Predict which catalyst facilitates the given reaction. (1) Reactant: [CH2:1]([O:8][C:9]1[CH:14]=[C:13]([N:15]2[CH:19]=[C:18]([F:20])[C:17]([F:21])=[CH:16]2)[CH:12]=[CH:11][C:10]=1[N:22]1[CH:27]=[C:26]([O:28][CH3:29])[C:25](=[O:30])[C:24]([C:31]([O:33]C)=[O:32])=[N:23]1)[C:2]1[CH:7]=[CH:6][CH:5]=[CH:4][CH:3]=1.[OH-].[Na+].O1CCCC1.Cl. Product: [CH2:1]([O:8][C:9]1[CH:14]=[C:13]([N:15]2[CH:19]=[C:18]([F:20])[C:17]([F:21])=[CH:16]2)[CH:12]=[CH:11][C:10]=1[N:22]1[CH:27]=[C:26]([O:28][CH3:29])[C:25](=[O:30])[C:24]([C:31]([OH:33])=[O:32])=[N:23]1)[C:2]1[CH:7]=[CH:6][CH:5]=[CH:4][CH:3]=1. The catalyst class is: 5. (2) Reactant: [F:1][C:2]1[CH:3]=[C:4]([C:10]2[CH:15]=[CH:14][CH:13]=[CH:12][C:11]=2[NH2:16])[CH:5]=[C:6]([F:9])[C:7]=1[F:8].[F:17][CH:18]([F:28])[C:19]1[C:23]([C:24](Cl)=[O:25])=[CH:22][N:21]([CH3:27])[N:20]=1. Product: [F:28][CH:18]([F:17])[C:19]1[C:23]([C:24]([NH:16][C:11]2[CH:12]=[CH:13][CH:14]=[CH:15][C:10]=2[C:4]2[CH:3]=[C:2]([F:1])[C:7]([F:8])=[C:6]([F:9])[CH:5]=2)=[O:25])=[CH:22][N:21]([CH3:27])[N:20]=1. The catalyst class is: 17. (3) Reactant: [Cl:1][C:2]1[CH:3]=[C:4]([NH:8][C:9](=[O:37])[NH:10][C:11]2[CH:16]=[CH:15][C:14]([C:17]3[C:18]4[S:25][CH:24]=[C:23]([C:26]5[CH:31]=[CH:30][C:29]([CH2:32][CH2:33][C:34](O)=[O:35])=[CH:28][CH:27]=5)[C:19]=4[N:20]=[CH:21][N:22]=3)=[CH:13][CH:12]=2)[CH:5]=[CH:6][CH:7]=1.CC(C[AlH]CC(C)C)C. Product: [Cl:1][C:2]1[CH:3]=[C:4]([NH:8][C:9]([NH:10][C:11]2[CH:12]=[CH:13][C:14]([C:17]3[C:18]4[S:25][CH:24]=[C:23]([C:26]5[CH:27]=[CH:28][C:29]([CH2:32][CH2:33][CH2:34][OH:35])=[CH:30][CH:31]=5)[C:19]=4[N:20]=[CH:21][N:22]=3)=[CH:15][CH:16]=2)=[O:37])[CH:5]=[CH:6][CH:7]=1. The catalyst class is: 4. (4) Reactant: FC1C=CC(C(F)(F)F)=CC=1NC([NH:15][C:16]1[CH:32]=[CH:31][C:19]([O:20][C:21]2[CH:22]=[CH:23][C:24]([N+:28]([O-])=O)=[C:25]([CH:27]=2)[NH2:26])=[CH:18][CH:17]=1)=O. Product: [CH:32]1[C:16]([NH2:15])=[CH:17][CH:18]=[C:19]([O:20][C:21]2[CH:22]=[CH:23][C:24]([NH2:28])=[C:25]([NH2:26])[CH:27]=2)[CH:31]=1. The catalyst class is: 29. (5) Reactant: [N:1]1([C:6]2[CH:11]=[CH:10][C:9]([CH2:12][NH2:13])=[CH:8][CH:7]=2)[CH:5]=[CH:4][CH:3]=[N:2]1.C(=O)([O-])[O-].[K+].[K+].Br[CH2:21][C:22]1[CH:32]=[CH:31][CH:30]=[C:29]([O:33][C:34]2[C:39]([F:40])=[CH:38][CH:37]=[CH:36][C:35]=2[C:41]#[N:42])[C:23]=1[C:24](OCC)=[O:25]. Product: [F:40][C:39]1[C:34]([O:33][C:29]2[CH:30]=[CH:31][CH:32]=[C:22]3[C:23]=2[C:24](=[O:25])[N:13]([CH2:12][C:9]2[CH:10]=[CH:11][C:6]([N:1]4[CH:5]=[CH:4][CH:3]=[N:2]4)=[CH:7][CH:8]=2)[CH2:21]3)=[C:35]([CH:36]=[CH:37][CH:38]=1)[C:41]#[N:42]. The catalyst class is: 248. (6) Reactant: [CH:1](=O)[CH:2]([CH3:4])[CH3:3].S([O-])(O)=O.[Na+].[NH2:11][C:12]1[CH:13]=[C:14]([CH:19]=[CH:20][C:21]=1[NH2:22])[C:15]([O:17][CH3:18])=[O:16]. Product: [CH3:1][CH:2]([C:4]1[NH:11][C:12]2[CH:13]=[C:14]([C:15]([O:17][CH3:18])=[O:16])[CH:19]=[CH:20][C:21]=2[N:22]=1)[CH3:3]. The catalyst class is: 40. (7) Reactant: [CH2:1]([O:5][CH2:6][CH2:7][O:8][C:9]1[CH:14]=[CH:13][C:12]([C:15]2[CH:20]=[CH:19][C:18]([N:21]3[CH2:25][CH2:24][CH2:23][CH2:22]3)=[C:17](/[CH:26]=[C:27](\[CH3:33])/[C:28]([O:30]CC)=[O:29])[CH:16]=2)=[CH:11][CH:10]=1)[CH2:2][CH2:3][CH3:4].[OH-].[Na+].Cl. Product: [CH2:1]([O:5][CH2:6][CH2:7][O:8][C:9]1[CH:10]=[CH:11][C:12]([C:15]2[CH:20]=[CH:19][C:18]([N:21]3[CH2:25][CH2:24][CH2:23][CH2:22]3)=[C:17](/[CH:26]=[C:27](\[CH3:33])/[C:28]([OH:30])=[O:29])[CH:16]=2)=[CH:13][CH:14]=1)[CH2:2][CH2:3][CH3:4]. The catalyst class is: 219. (8) Reactant: C(C1C=CC([CH:9]2[CH2:18][C:17]3[C:12](=[CH:13][C:14]([N+:19]([O-])=O)=[CH:15][CH:16]=3)[C:11](=[O:22])[N:10]2CCCNC(=O)OC(C)(C)C)=CC=1)#N.[N+](C1C=C2C(CCNC2=O)=CC=1)([O-])=O.[H][H]. Product: [NH2:19][C:14]1[CH:13]=[C:12]2[C:17]([CH2:18][CH2:9][NH:10][C:11]2=[O:22])=[CH:16][CH:15]=1. The catalyst class is: 43. (9) Reactant: CC(C)([O-])C.[K+].[NH2:7][C:8]1[CH:13]=[CH:12][N:11]=[CH:10][CH:9]=1.F[C:15]1[CH:20]=[C:19]([F:21])[CH:18]=[CH:17][C:16]=1[N+:22]([O-:24])=[O:23].[NH4+].[Cl-]. Product: [F:21][C:19]1[CH:18]=[CH:17][C:16]([N+:22]([O-:24])=[O:23])=[C:15]([NH:7][C:8]2[CH:13]=[CH:12][N:11]=[CH:10][CH:9]=2)[CH:20]=1. The catalyst class is: 1. (10) Reactant: [N:1]1[CH:2]=[CH:3][N:4]2[CH:9]=[CH:8][C:7]([CH2:10][NH:11][C:12]([C:14]3[S:15][C:16]([C:19]4[CH:20]=[N:21][N:22]([CH2:24][C:25]5([CH3:31])[CH2:30][CH2:29][NH:28][CH2:27][CH2:26]5)[CH:23]=4)=[CH:17][CH:18]=3)=[O:13])=[CH:6][C:5]=12.Br[CH2:33][CH2:34][N:35]1[CH2:40][CH2:39][N:38](C(OC(C)(C)C)=O)[CH2:37][CH2:36]1.C(N(CC)C(C)C)(C)C. Product: [N:1]1[CH:2]=[CH:3][N:4]2[CH:9]=[CH:8][C:7]([CH2:10][NH:11][C:12]([C:14]3[S:15][C:16]([C:19]4[CH:20]=[N:21][N:22]([CH2:24][C:25]5([CH3:31])[CH2:30][CH2:29][N:28]([CH2:33][CH2:34][N:35]6[CH2:40][CH2:39][NH:38][CH2:37][CH2:36]6)[CH2:27][CH2:26]5)[CH:23]=4)=[CH:17][CH:18]=3)=[O:13])=[CH:6][C:5]=12. The catalyst class is: 9.